Dataset: NCI-60 drug combinations with 297,098 pairs across 59 cell lines. Task: Regression. Given two drug SMILES strings and cell line genomic features, predict the synergy score measuring deviation from expected non-interaction effect. (1) Drug 1: C1=CC(=CC=C1CCC2=CNC3=C2C(=O)NC(=N3)N)C(=O)NC(CCC(=O)O)C(=O)O. Drug 2: C1=NC2=C(N=C(N=C2N1C3C(C(C(O3)CO)O)O)F)N. Cell line: M14. Synergy scores: CSS=13.4, Synergy_ZIP=-1.72, Synergy_Bliss=-7.98, Synergy_Loewe=-13.0, Synergy_HSA=-5.37. (2) Drug 1: CN1CCC(CC1)COC2=C(C=C3C(=C2)N=CN=C3NC4=C(C=C(C=C4)Br)F)OC. Drug 2: CC1=CC=C(C=C1)C2=CC(=NN2C3=CC=C(C=C3)S(=O)(=O)N)C(F)(F)F. Cell line: SF-295. Synergy scores: CSS=1.37, Synergy_ZIP=-0.769, Synergy_Bliss=-1.01, Synergy_Loewe=-1.03, Synergy_HSA=-0.410. (3) Drug 1: C1=NC2=C(N=C(N=C2N1C3C(C(C(O3)CO)O)F)Cl)N. Drug 2: C(CC(=O)O)C(=O)CN.Cl. Cell line: HT29. Synergy scores: CSS=2.00, Synergy_ZIP=0.954, Synergy_Bliss=0.496, Synergy_Loewe=0.903, Synergy_HSA=-1.33. (4) Drug 1: C1=CC(=CC=C1CC(C(=O)O)N)N(CCCl)CCCl.Cl. Drug 2: C1C(C(OC1N2C=NC(=NC2=O)N)CO)O. Cell line: OVCAR-5. Synergy scores: CSS=11.0, Synergy_ZIP=-4.24, Synergy_Bliss=-0.280, Synergy_Loewe=-6.08, Synergy_HSA=-2.15. (5) Drug 1: CC(CN1CC(=O)NC(=O)C1)N2CC(=O)NC(=O)C2. Synergy scores: CSS=7.23, Synergy_ZIP=-1.39, Synergy_Bliss=1.43, Synergy_Loewe=-1.28, Synergy_HSA=-0.731. Drug 2: CCC(=C(C1=CC=CC=C1)C2=CC=C(C=C2)OCCN(C)C)C3=CC=CC=C3.C(C(=O)O)C(CC(=O)O)(C(=O)O)O. Cell line: HCC-2998. (6) Drug 1: CCC1(CC2CC(C3=C(CCN(C2)C1)C4=CC=CC=C4N3)(C5=C(C=C6C(=C5)C78CCN9C7C(C=CC9)(C(C(C8N6C=O)(C(=O)OC)O)OC(=O)C)CC)OC)C(=O)OC)O.OS(=O)(=O)O. Drug 2: CCCCC(=O)OCC(=O)C1(CC(C2=C(C1)C(=C3C(=C2O)C(=O)C4=C(C3=O)C=CC=C4OC)O)OC5CC(C(C(O5)C)O)NC(=O)C(F)(F)F)O. Cell line: MCF7. Synergy scores: CSS=41.2, Synergy_ZIP=-5.46, Synergy_Bliss=-2.29, Synergy_Loewe=-4.25, Synergy_HSA=-2.07. (7) Drug 1: CS(=O)(=O)OCCCCOS(=O)(=O)C. Drug 2: CCN(CC)CCCC(C)NC1=C2C=C(C=CC2=NC3=C1C=CC(=C3)Cl)OC. Cell line: IGROV1. Synergy scores: CSS=12.5, Synergy_ZIP=-0.635, Synergy_Bliss=3.72, Synergy_Loewe=2.43, Synergy_HSA=2.53.